This data is from Reaction yield outcomes from USPTO patents with 853,638 reactions. The task is: Predict the reaction yield, written as a fraction of the theoretical maximum amount of product (1.0 means a 100% yield; for example, 0.34 means a 34% yield). (1) The reactants are [Cl:1][C:2]1[CH:7]=[CH:6][C:5]([CH2:8][C:9]([NH:11][NH:12][C:13]2[N:14]=[N:15][C:16]([C:26]3[CH:31]=[CH:30][CH:29]=[CH:28][C:27]=3[Cl:32])=[C:17]([C:19]3[CH:24]=[CH:23][C:22]([Cl:25])=[CH:21][CH:20]=3)[CH:18]=2)=O)=[CH:4][CH:3]=1.[Cl-].[Cl-].C1(P(C2C=CC=CC=2)C2C=CC=CC=2)C=CC=CC=1.ClC1C=CC=CC=1C1C(C2C=CC(Cl)=CC=2)=CC2N(C(CC3CCCCC3)=NN=2)N=1. No catalyst specified. The product is [Cl:1][C:2]1[CH:7]=[CH:6][C:5]([CH2:8][C:9]2[N:14]3[N:15]=[C:16]([C:26]4[CH:31]=[CH:30][CH:29]=[CH:28][C:27]=4[Cl:32])[C:17]([C:19]4[CH:24]=[CH:23][C:22]([Cl:25])=[CH:21][CH:20]=4)=[CH:18][C:13]3=[N:12][N:11]=2)=[CH:4][CH:3]=1. The yield is 0.540. (2) The reactants are [NH2:1][C:2]1[N:7]=[CH:6][N:5]=[C:4]2[N:8]([CH:12]([C:14]3[O:15][C:16]4[C:21]([C:22](=[O:31])[C:23]=3[C:24]3[CH:29]=[CH:28][CH:27]=[C:26]([F:30])[CH:25]=3)=[CH:20][CH:19]=[CH:18][CH:17]=4)[CH3:13])[N:9]=[C:10](I)[C:3]=12.[NH:32]1[C:40]2[C:35](=[CH:36][C:37](B3OC(C)(C)C(C)(C)O3)=[CH:38][CH:39]=2)[CH:34]=[CH:33]1.C(=O)([O-])[O-].[Na+].[Na+].ClCCl. The catalyst is CN(C=O)C.C(O)C.O. The product is [NH2:1][C:2]1[N:7]=[CH:6][N:5]=[C:4]2[N:8]([CH:12]([C:14]3[O:15][C:16]4[C:21]([C:22](=[O:31])[C:23]=3[C:24]3[CH:29]=[CH:28][CH:27]=[C:26]([F:30])[CH:25]=3)=[CH:20][CH:19]=[CH:18][CH:17]=4)[CH3:13])[N:9]=[C:10]([C:37]3[CH:36]=[C:35]4[C:40](=[CH:39][CH:38]=3)[NH:32][CH:33]=[CH:34]4)[C:3]=12. The yield is 0.130. (3) The reactants are [CH3:1][N:2]1[C:10]([CH2:11][O:12][C:13]([C:26]2[CH:31]=[CH:30][CH:29]=[CH:28][CH:27]=2)([C:20]2[CH:25]=[CH:24][CH:23]=[CH:22][CH:21]=2)[C:14]2[CH:19]=[CH:18][CH:17]=[CH:16][CH:15]=2)=[C:9]2[C:4]([CH:5]=[C:6]([N+:32]([O-])=O)[CH:7]=[CH:8]2)=[N:3]1.[H-].[H-].[H-].[H-].[Li+].[Al+3]. The catalyst is C1COCC1. The product is [CH3:1][N:2]1[C:10]([CH2:11][O:12][C:13]([C:26]2[CH:31]=[CH:30][CH:29]=[CH:28][CH:27]=2)([C:20]2[CH:21]=[CH:22][CH:23]=[CH:24][CH:25]=2)[C:14]2[CH:19]=[CH:18][CH:17]=[CH:16][CH:15]=2)=[C:9]2[C:4]([CH:5]=[C:6]([NH2:32])[CH:7]=[CH:8]2)=[N:3]1. The yield is 1.08. (4) The reactants are Br[C:2]1[N:7]=[CH:6][C:5]([CH2:8][N:9]([CH3:11])[CH3:10])=[CH:4][CH:3]=1.C([Li])CCC.[CH2:17]1[O:27][C:20]2([CH2:25][CH2:24][C:23](=[O:26])[CH2:22][CH2:21]2)[O:19][CH2:18]1. The catalyst is C1COCC1.CCOCC. The product is [CH3:10][N:9]([CH2:8][C:5]1[CH:4]=[CH:3][C:2]([C:23]2([OH:26])[CH2:24][CH2:25][C:20]3([O:27][CH2:17][CH2:18][O:19]3)[CH2:21][CH2:22]2)=[N:7][CH:6]=1)[CH3:11]. The yield is 0.540. (5) The reactants are C([CH:3]([C:13]1[C:18]([N:19]([CH3:21])[CH3:20])=[C:17]([O:22][CH3:23])[N:16]=[C:15]([O:24][CH3:25])[N:14]=1)[C:4]1[CH:5]=[C:6]([CH:9]=[C:10]([CH3:12])[CH:11]=1)[C:7]#[N:8])#N.[H-].[Na+].CN(C=[O:32])C. No catalyst specified. The product is [CH3:20][N:19]([CH3:21])[C:18]1[C:13]([C:3]([C:4]2[CH:5]=[C:6]([CH:9]=[C:10]([CH3:12])[CH:11]=2)[C:7]#[N:8])=[O:32])=[N:14][C:15]([O:24][CH3:25])=[N:16][C:17]=1[O:22][CH3:23]. The yield is 0.990.